Dataset: Full USPTO retrosynthesis dataset with 1.9M reactions from patents (1976-2016). Task: Predict the reactants needed to synthesize the given product. Given the product [N:3]1([C:9]2[CH:18]=[CH:17][C:12]([C:13]([OH:15])=[O:14])=[CH:11][C:10]=2[C:19]([F:20])([F:21])[F:22])[CH2:8][CH2:7][CH2:6][CH2:5][CH2:4]1, predict the reactants needed to synthesize it. The reactants are: [OH-].[Li+].[N:3]1([C:9]2[CH:18]=[CH:17][C:12]([C:13]([O:15]C)=[O:14])=[CH:11][C:10]=2[C:19]([F:22])([F:21])[F:20])[CH2:8][CH2:7][CH2:6][CH2:5][CH2:4]1.